Dataset: Forward reaction prediction with 1.9M reactions from USPTO patents (1976-2016). Task: Predict the product of the given reaction. (1) Given the reactants [NH2:1][C:2]1[CH:9]=[CH:8][CH:7]=[C:6]([O:10][CH2:11][CH2:12][O:13][CH2:14][CH2:15][O:16][CH2:17][CH3:18])[C:3]=1[C:4]#[N:5].[S:19](Cl)(=[O:22])(=[O:21])[NH2:20], predict the reaction product. The product is: [S:19]([NH:1][C:2]1[CH:9]=[CH:8][CH:7]=[C:6]([O:10][CH2:11][CH2:12][O:13][CH2:14][CH2:15][O:16][CH2:17][CH3:18])[C:3]=1[C:4]#[N:5])(=[O:22])(=[O:21])[NH2:20]. (2) Given the reactants [CH:1]1[CH:6]=[C:5]([OH:7])[CH:4]=[C:3]([CH2:8][CH:9]([NH2:13])[C:10]([OH:12])=[O:11])[CH:2]=1.Cl.[CH3:15]O, predict the reaction product. The product is: [CH3:15][O:11][C:10](=[O:12])[CH:9]([NH2:13])[CH2:8][C:3]1[CH:2]=[CH:1][CH:6]=[C:5]([OH:7])[CH:4]=1. (3) Given the reactants Cl[C:2]([O:4][C:5]1[CH:10]=[CH:9][CH:8]=[CH:7][CH:6]=1)=[O:3].[NH2:11][C:12]1[CH:19]=[C:18]([O:20][CH:21]([CH3:23])[CH3:22])[C:15]([C:16]#[N:17])=[CH:14][N:13]=1.N1C=CC=CC=1, predict the reaction product. The product is: [C:16]([C:15]1[C:18]([O:20][CH:21]([CH3:23])[CH3:22])=[CH:19][C:12]([NH:11][C:2](=[O:3])[O:4][C:5]2[CH:10]=[CH:9][CH:8]=[CH:7][CH:6]=2)=[N:13][CH:14]=1)#[N:17]. (4) Given the reactants FC(F)(F)C(O)=O.[NH2:8][C@H:9]([C:19]1[C:24]([C:25]2[CH:26]=[C:27]([CH:31]=[CH:32][CH:33]=2)[C:28]([NH2:30])=[O:29])=[CH:23][CH:22]=[CH:21][N:20]=1)[CH2:10][C:11]1[CH:16]=[C:15]([F:17])[CH:14]=[C:13]([F:18])[CH:12]=1.[CH3:34][O:35][C:36]1[CH:44]=[C:43]2[C:39]([C:40]([CH3:49])=[N:41][N:42]2[CH2:45][C:46](O)=[O:47])=[CH:38][CH:37]=1, predict the reaction product. The product is: [F:17][C:15]1[CH:16]=[C:11]([CH2:10][C@@H:9]([C:19]2[C:24]([C:25]3[CH:26]=[C:27]([CH:31]=[CH:32][CH:33]=3)[C:28]([NH2:30])=[O:29])=[CH:23][CH:22]=[CH:21][N:20]=2)[NH:8][C:46](=[O:47])[CH2:45][N:42]2[C:43]3[C:39](=[CH:38][CH:37]=[C:36]([O:35][CH3:34])[CH:44]=3)[C:40]([CH3:49])=[N:41]2)[CH:12]=[C:13]([F:18])[CH:14]=1. (5) Given the reactants [Cl:1][C:2]1[CH:10]=[C:9]2[C:5]([CH:6]([C:12]3[CH:17]=[CH:16][CH:15]=[C:14]([O:18][CH3:19])[CH:13]=3)[C:7](=[O:11])[NH:8]2)=[CH:4][CH:3]=1.BrCC1C=C[CH:25]=[C:24]([CH2:28][F:29])C=1.[I-].[K+].[C:32](=O)([O-])[O-].[K+].[K+].[CH3:38][C:39]([CH3:41])=O, predict the reaction product. The product is: [Cl:1][C:2]1[CH:10]=[C:9]2[C:5]([C:6]([CH2:38][C:39]3[CH:41]=[CH:25][CH:24]=[C:28]([F:29])[CH:32]=3)([C:12]3[CH:17]=[CH:16][CH:15]=[C:14]([O:18][CH3:19])[CH:13]=3)[C:7](=[O:11])[NH:8]2)=[CH:4][CH:3]=1.